Regression. Given a peptide amino acid sequence and an MHC pseudo amino acid sequence, predict their binding affinity value. This is MHC class I binding data. From a dataset of Peptide-MHC class I binding affinity with 185,985 pairs from IEDB/IMGT. (1) The peptide sequence is LLTEVETYV. The MHC is HLA-B44:02 with pseudo-sequence HLA-B44:02. The binding affinity (normalized) is 0.0847. (2) The peptide sequence is EEKAFSPEV. The MHC is HLA-B57:01 with pseudo-sequence HLA-B57:01. The binding affinity (normalized) is 0. (3) The peptide sequence is AYKKQFSQY. The MHC is HLA-B57:01 with pseudo-sequence HLA-B57:01. The binding affinity (normalized) is 0.0847.